Dataset: Reaction yield outcomes from USPTO patents with 853,638 reactions. Task: Predict the reaction yield, written as a fraction of the theoretical maximum amount of product (1.0 means a 100% yield; for example, 0.34 means a 34% yield). (1) The yield is 0.350. The reactants are [N:1]1[CH:6]=[CH:5][CH:4]=[C:3](B(O)O)[CH:2]=1.I[C:11]1[C@@:15]2([CH3:38])[CH2:16][CH2:17][C@H:18]3[C@H:27]([C@@H:14]2[CH2:13][CH:12]=1)[CH2:26][CH:25]=[C:24]1[C@:19]3([CH3:37])[CH2:20][CH2:21][C:22](=[O:36])[N:23]1[CH2:28][CH2:29][N:30]1[CH2:35][CH2:34][O:33][CH2:32][CH2:31]1. The product is [CH3:37][C@@:19]12[C@H:18]3[CH2:17][CH2:16][C@@:15]4([CH3:38])[C@H:14]([C@@H:27]3[CH2:26][CH:25]=[C:24]1[N:23]([CH2:28][CH2:29][N:30]1[CH2:35][CH2:34][O:33][CH2:32][CH2:31]1)[C:22](=[O:36])[CH2:21][CH2:20]2)[CH2:13][CH:12]=[C:11]4[C:3]1[CH:2]=[N:1][CH:6]=[CH:5][CH:4]=1. The catalyst is O1CCOCC1.C1C=CC(P(C2C=CC=CC=2)[C-]2C=CC=C2)=CC=1.C1C=CC(P(C2C=CC=CC=2)[C-]2C=CC=C2)=CC=1.Cl[Pd]Cl.[Fe+2]. (2) The reactants are C1C=CC(C2C=CC=CC=2)=CC=1.C1C=CC(OC2C=CC=CC=2)=CC=1.[Br:26][C:27]1[CH:32]=[CH:31][C:30]([O:33][CH3:34])=[CH:29][C:28]=1[NH:35][CH:36]=[C:37]1[C:42](=[O:43])OC(C)(C)OC1=O.C(=O)=O. The catalyst is CC(C)=O. The product is [Br:26][C:27]1[CH:32]=[CH:31][C:30]([O:33][CH3:34])=[C:29]2[C:28]=1[NH:35][CH:36]=[CH:37][C:42]2=[O:43]. The yield is 0.760.